Task: Predict the reactants needed to synthesize the given product.. Dataset: Full USPTO retrosynthesis dataset with 1.9M reactions from patents (1976-2016) (1) The reactants are: [Br:1]Br.[OH:3][C:4]1[CH:5]=[C:6]2[C:11](=[CH:12][CH:13]=1)[CH:10]=[C:9]([CH2:14][NH:15][C:16]([C:18]1[C:22]3[CH:23]=[CH:24][CH:25]=[CH:26][C:21]=3[O:20][C:19]=1[CH3:27])=[O:17])[CH:8]=[CH:7]2. Given the product [Br:1][C:5]1[C:4]([OH:3])=[CH:13][CH:12]=[C:11]2[C:6]=1[CH:7]=[CH:8][C:9]([CH2:14][NH:15][C:16]([C:18]1[C:22]3[CH:23]=[CH:24][CH:25]=[CH:26][C:21]=3[O:20][C:19]=1[CH3:27])=[O:17])=[CH:10]2, predict the reactants needed to synthesize it. (2) Given the product [C:1]([O:5][C:6](=[O:7])[CH2:8][C@H:9]1[CH2:10][C@@H:11]([CH2:17][CH2:18][N:19]2[C:23]([CH:24]([CH3:26])[CH3:25])=[C:22]([C:27](=[O:29])[NH:79][CH2:80][C:81]3[CH:82]=[N:83][CH:84]=[CH:85][CH:86]=3)[N:21]=[C:20]2[C:30]2[CH:31]=[CH:32][C:33]([F:36])=[CH:34][CH:35]=2)[O:12][C:13]([CH3:15])([CH3:16])[O:14]1)([CH3:2])([CH3:4])[CH3:3], predict the reactants needed to synthesize it. The reactants are: [C:1]([O:5][C:6]([CH2:8][C@@H:9]1[O:14][C:13]([CH3:16])([CH3:15])[O:12][C@H:11]([CH2:17][CH2:18][N:19]2[C:23]([CH:24]([CH3:26])[CH3:25])=[C:22]([C:27]([OH:29])=O)[N:21]=[C:20]2[C:30]2[CH:35]=[CH:34][C:33]([F:36])=[CH:32][CH:31]=2)[CH2:10]1)=[O:7])([CH3:4])([CH3:3])[CH3:2].C1CN([P+](ON2N=NC3C=CC=CC2=3)(N2CCCC2)N2CCCC2)CC1.F[P-](F)(F)(F)(F)F.C(N(C(C)C)CC)(C)C.[NH2:79][CH2:80][C:81]1[CH:82]=[N:83][CH:84]=[CH:85][CH:86]=1. (3) The reactants are: [F:1][C:2]([F:11])([F:10])[C:3]1[C:7]([CH:8]=[O:9])=[CH:6][NH:5][N:4]=1.[H-].[Na+].Br[CH2:15][C:16]([NH:18][C:19]1[S:23][C:22]2[CH2:24][CH2:25][CH2:26][CH2:27][C:21]=2[C:20]=1[C:28]([NH2:30])=[O:29])=[O:17].O. Given the product [CH:8]([C:7]1[C:3]([C:2]([F:1])([F:10])[F:11])=[N:4][N:5]([CH2:15][C:16]([NH:18][C:19]2[S:23][C:22]3[CH2:24][CH2:25][CH2:26][CH2:27][C:21]=3[C:20]=2[C:28]([NH2:30])=[O:29])=[O:17])[CH:6]=1)=[O:9], predict the reactants needed to synthesize it. (4) Given the product [C:1]1([S:7]([N:10]2[CH:11]=[CH:12][CH:13]=[C:14]2[C:21]([C:18]2[CH:19]=[CH:20][C:15]([CH3:24])=[CH:16][CH:17]=2)=[O:22])(=[O:9])=[O:8])[CH:2]=[CH:3][CH:4]=[CH:5][CH:6]=1, predict the reactants needed to synthesize it. The reactants are: [C:1]1([S:7]([N:10]2[CH:14]=[CH:13][CH:12]=[CH:11]2)(=[O:9])=[O:8])[CH:6]=[CH:5][CH:4]=[CH:3][CH:2]=1.[C:15]1([CH3:24])[CH:20]=[CH:19][C:18]([C:21](Cl)=[O:22])=[CH:17][CH:16]=1.B(F)(F)F.CCOCC. (5) Given the product [F:12][C:3]1[CH:4]=[C:5]2[C:9](=[CH:10][C:2]=1[NH:1][C:22](=[O:23])[CH2:21][O:20][CH3:19])[NH:8][C:7](=[O:11])[CH2:6]2, predict the reactants needed to synthesize it. The reactants are: [NH2:1][C:2]1[CH:10]=[C:9]2[C:5]([CH2:6][C:7](=[O:11])[NH:8]2)=[CH:4][C:3]=1[F:12].N1C=CC=CC=1.[CH3:19][O:20][CH2:21][C:22](Cl)=[O:23].